From a dataset of Full USPTO retrosynthesis dataset with 1.9M reactions from patents (1976-2016). Predict the reactants needed to synthesize the given product. (1) Given the product [F:36][C:30]1[C:31]([F:35])=[CH:32][CH:33]=[CH:34][C:29]=1[C:27]1[N:28]=[C:23]2[CH:22]=[N:21][N:20]([CH2:19][C:17]3[O:16][N:15]=[C:14]([C:11]4[CH:12]=[CH:13][C:8]([O:7][CH2:6][CH2:5][CH2:4][C:3]([OH:37])=[O:2])=[CH:9][CH:10]=4)[CH:18]=3)[CH:25]=[C:24]2[N:26]=1, predict the reactants needed to synthesize it. The reactants are: C[O:2][C:3](=[O:37])[CH2:4][CH2:5][CH2:6][O:7][C:8]1[CH:13]=[CH:12][C:11]([C:14]2[CH:18]=[C:17]([CH2:19][N:20]3[CH:25]=[C:24]4[N:26]=[C:27]([C:29]5[CH:34]=[CH:33][CH:32]=[C:31]([F:35])[C:30]=5[F:36])[N:28]=[C:23]4[CH:22]=[N:21]3)[O:16][N:15]=2)=[CH:10][CH:9]=1.[OH-].[K+]. (2) Given the product [Br:1][C:2]1[C:3]([CH3:18])=[C:4]2[C:11]([C:12]#[N:13])=[CH:10][NH:9][C:5]2=[N:6][C:7]=1[CH3:8], predict the reactants needed to synthesize it. The reactants are: [Br:1][C:2]1[C:3]([CH3:18])=[C:4]2[C:11]([C:12]#[N:13])=[CH:10][N:9](C(C)(C)C)[C:5]2=[N:6][C:7]=1[CH3:8].[Cl-].[Cl-].[Cl-].[Al+3].O.Cl. (3) Given the product [C:32]([O:36][C:37]([N:39]1[CH2:44][CH2:43][N:42]([C:49](=[O:50])[C:48]2[CH:52]=[CH:53][CH:54]=[C:46]([F:45])[CH:47]=2)[CH2:41][CH2:40]1)=[O:38])([CH3:35])([CH3:33])[CH3:34], predict the reactants needed to synthesize it. The reactants are: C1C=CC2N(O)N=NC=2C=1.CCN(C(C)C)C(C)C.CCN=C=NCCCN(C)C.Cl.[C:32]([O:36][C:37]([N:39]1[CH2:44][CH2:43][NH:42][CH2:41][CH2:40]1)=[O:38])([CH3:35])([CH3:34])[CH3:33].[F:45][C:46]1[CH:47]=[C:48]([CH:52]=[CH:53][CH:54]=1)[C:49](O)=[O:50].